From a dataset of Forward reaction prediction with 1.9M reactions from USPTO patents (1976-2016). Predict the product of the given reaction. Given the reactants [Cl:1][C:2]1[CH:3]=[C:4]([S:9]([N:12]2[CH2:42][CH2:41][CH2:40][C@H:13]2[C:14]([NH:16][C@@H:17]([CH2:22][CH2:23][C:24](=[O:39])[N:25]2[CH2:30][CH2:29][CH:28]([CH2:31][NH:32][C:33]3[CH:38]=[CH:37][N:36]=[CH:35][CH:34]=3)[CH2:27][CH2:26]2)[C:18]([O:20]C)=[O:19])=[O:15])(=[O:11])=[O:10])[CH:5]=[C:6]([Cl:8])[CH:7]=1.O[Li].O, predict the reaction product. The product is: [Cl:8][C:6]1[CH:5]=[C:4]([S:9]([N:12]2[CH2:42][CH2:41][CH2:40][C@H:13]2[C:14]([NH:16][C@@H:17]([CH2:22][CH2:23][C:24](=[O:39])[N:25]2[CH2:26][CH2:27][CH:28]([CH2:31][NH:32][C:33]3[CH:38]=[CH:37][N:36]=[CH:35][CH:34]=3)[CH2:29][CH2:30]2)[C:18]([OH:20])=[O:19])=[O:15])(=[O:11])=[O:10])[CH:3]=[C:2]([Cl:1])[CH:7]=1.